Dataset: Forward reaction prediction with 1.9M reactions from USPTO patents (1976-2016). Task: Predict the product of the given reaction. (1) Given the reactants COC1C=CC(C[N:8](CC2C=CC(OC)=CC=2)[C:9]2[N:14]=[C:13]([CH3:15])[N:12]=[C:11]([C:16]3[CH:17]=[C:18]([C@@H:32]([N:34]4[CH2:39][CH2:38][N:37](C(OC(C)(C)C)=O)[CH2:36][C@@H:35]4[CH3:47])[CH3:33])[CH:19]=[N:20][C:21]=3[NH:22][C:23]3[CH:24]=[N:25][C:26]([O:30][CH3:31])=[C:27]([F:29])[CH:28]=3)[N:10]=2)=CC=1.C(O)(C(F)(F)F)=O.CCN(CC)CC.[CH3:73][S:74](Cl)(=[O:76])=[O:75], predict the reaction product. The product is: [F:29][C:27]1[CH:28]=[C:23]([NH:22][C:21]2[C:16]([C:11]3[N:12]=[C:13]([CH3:15])[N:14]=[C:9]([NH2:8])[N:10]=3)=[CH:17][C:18]([C@@H:32]([N:34]3[CH2:39][CH2:38][N:37]([S:74]([CH3:73])(=[O:76])=[O:75])[CH2:36][C@@H:35]3[CH3:47])[CH3:33])=[CH:19][N:20]=2)[CH:24]=[N:25][C:26]=1[O:30][CH3:31]. (2) Given the reactants [C:1]([NH:5][C:6]1[CH:11]=[CH:10][CH:9]=[CH:8][C:7]=1[NH:12][C:13]1[C:18]([C:19]([NH:21][CH3:22])=[O:20])=[CH:17][N:16]=[C:15](Cl)[N:14]=1)(=[O:4])[CH:2]=[CH2:3].[CH3:24][O:25][C:26]1[CH:32]=[C:31]([N:33]2[CH2:38][CH2:37][O:36][CH2:35][CH2:34]2)[CH:30]=[CH:29][C:27]=1[NH2:28].CO, predict the reaction product. The product is: [C:1]([NH:5][C:6]1[CH:11]=[CH:10][CH:9]=[CH:8][C:7]=1[NH:12][C:13]1[C:18]([C:19]([NH:21][CH3:22])=[O:20])=[CH:17][N:16]=[C:15]([NH:28][C:27]2[CH:29]=[CH:30][C:31]([N:33]3[CH2:34][CH2:35][O:36][CH2:37][CH2:38]3)=[CH:32][C:26]=2[O:25][CH3:24])[N:14]=1)(=[O:4])[CH:2]=[CH2:3]. (3) The product is: [NH2:27][CH2:26][CH2:25][O:24][C:21]1[N:22]=[CH:23][C:18]([NH:17][C:5]2[C:4]3[C:9](=[CH:10][CH:11]=[C:2]([C:40]4[CH:39]=[C:38]([F:51])[C:37]([OH:52])=[C:36]([Cl:35])[CH:41]=4)[CH:3]=3)[N:8]=[CH:7][C:6]=2[C:12]([CH:14]2[CH2:15][CH2:16]2)=[O:13])=[CH:19][CH:20]=1. Given the reactants Br[C:2]1[CH:3]=[C:4]2[C:9](=[CH:10][CH:11]=1)[N:8]=[CH:7][C:6]([C:12]([CH:14]1[CH2:16][CH2:15]1)=[O:13])=[C:5]2[NH:17][C:18]1[CH:19]=[CH:20][C:21]([O:24][CH2:25][CH2:26][NH:27]C(=O)OC(C)(C)C)=[N:22][CH:23]=1.[Cl:35][C:36]1[CH:41]=[C:40](B2OC(C)(C)C(C)(C)O2)[CH:39]=[C:38]([F:51])[C:37]=1[OH:52], predict the reaction product. (4) Given the reactants [CH3:1][O:2][C:3]1[CH:8]=[CH:7][C:6]([O:9][CH3:10])=[C:5]([NH2:11])[C:4]=1[NH2:12].CO[C:15]1C(OC)=C[C:18]2[NH:19][C:20](CCCNC)=N[C:17]=2[CH:16]=1, predict the reaction product. The product is: [CH3:10][O:9][C:6]1[C:5]2[N:11]=[C:15]([CH2:16][CH2:17][CH2:18][NH:19][CH3:20])[NH:12][C:4]=2[C:3]([O:2][CH3:1])=[CH:8][CH:7]=1.